From a dataset of Forward reaction prediction with 1.9M reactions from USPTO patents (1976-2016). Predict the product of the given reaction. Given the reactants BrC1C=C2C(=CC=1)NC=C2CC1C=CC(C(C)(C)C#N)=CC=1.[NH2:23][C:24]1[CH:25]=[N:26][C:27]2[C:32]([C:33]=1[CH2:34][C:35]1[CH:40]=[CH:39][C:38]([C:41]([CH3:45])([CH3:44])[C:42]#[N:43])=[CH:37][CH:36]=1)=[CH:31][C:30]([Br:46])=[CH:29][CH:28]=2.O=[S:48](Cl)Cl, predict the reaction product. The product is: [Br:46][C:30]1[CH:29]=[CH:28][C:27]2[N:26]=[CH:25][C:24]3=[N:23][S:48][C:34]([C:35]4[CH:36]=[CH:37][C:38]([C:41]([CH3:44])([CH3:45])[C:42]#[N:43])=[CH:39][CH:40]=4)=[C:33]3[C:32]=2[CH:31]=1.